From a dataset of Reaction yield outcomes from USPTO patents with 853,638 reactions. Predict the reaction yield, written as a fraction of the theoretical maximum amount of product (1.0 means a 100% yield; for example, 0.34 means a 34% yield). (1) The reactants are [CH2:1]([O:3][C:4]([C:6]1[C:14]2[CH2:13][CH2:12][C:11](=[CH:15]N(C)C)[C:10](=O)[C:9]=2[N:8]([CH3:20])[N:7]=1)=[O:5])[CH3:2].Cl.[NH2:22][C:23]([NH2:25])=[NH:24]. The catalyst is C(O)C.CC[O-].[Na+]. The product is [NH2:24][C:23]1[N:25]=[CH:15][C:11]2[CH:12]=[CH:13][C:14]3[C:6]([C:4]([O:3][CH2:1][CH3:2])=[O:5])=[N:7][N:8]([CH3:20])[C:9]=3[C:10]=2[N:22]=1. The yield is 0.850. (2) The product is [CH3:22][O:23][CH2:24][CH2:25][NH:26][C:27]([C:2]1[N:3]=[N:4][C:5]([O:8][CH2:9][C:10]2[C:11]([C:16]3[CH:21]=[CH:20][CH:19]=[CH:18][CH:17]=3)=[N:12][O:13][C:14]=2[CH3:15])=[CH:6][CH:7]=1)=[O:28]. The catalyst is C1COCC1.C1(P(C2C=CC=CC=2)[C-]2C=CC=C2)C=CC=CC=1.[C-]1(P(C2C=CC=CC=2)C2C=CC=CC=2)C=CC=C1.[Fe+2].C([O-])(=O)C.[Pd+2].C([O-])(=O)C. The reactants are Cl[C:2]1[N:3]=[N:4][C:5]([O:8][CH2:9][C:10]2[C:11]([C:16]3[CH:21]=[CH:20][CH:19]=[CH:18][CH:17]=3)=[N:12][O:13][C:14]=2[CH3:15])=[CH:6][CH:7]=1.[CH3:22][O:23][CH2:24][CH2:25][NH2:26].[C:27](=O)([O-])[O-:28].[Na+].[Na+]. The yield is 0.250. (3) The product is [CH3:7][O:6][C:4](=[O:5])[C:3]1[CH:8]=[CH:9][CH:10]=[C:11]([N+:12]([O-:14])=[O:13])[C:2]=1[CH2:1][Br:22]. The catalyst is C(Cl)(Cl)(Cl)Cl.C(OOC(=O)C1C=CC=CC=1)(=O)C1C=CC=CC=1. The yield is 0.600. The reactants are [CH3:1][C:2]1[C:11]([N+:12]([O-:14])=[O:13])=[CH:10][CH:9]=[CH:8][C:3]=1[C:4]([O:6][CH3:7])=[O:5].C1C(=O)N([Br:22])C(=O)C1. (4) The reactants are [F:1][C:2]1[CH:3]=[C:4]([Mg]Br)[CH:5]=[CH:6][CH:7]=1.Br[C:11]1[CH:16]=[CH:15][C:14]([CH:17]([OH:22])[C:18]([F:21])([F:20])[F:19])=[CH:13][CH:12]=1.C(O)(C(F)(F)F)=O. The catalyst is C1COCC1.C1C=CC([P]([Pd]([P](C2C=CC=CC=2)(C2C=CC=CC=2)C2C=CC=CC=2)([P](C2C=CC=CC=2)(C2C=CC=CC=2)C2C=CC=CC=2)[P](C2C=CC=CC=2)(C2C=CC=CC=2)C2C=CC=CC=2)(C2C=CC=CC=2)C2C=CC=CC=2)=CC=1. The product is [F:19][C:18]([F:20])([F:21])[CH:17]([C:14]1[CH:15]=[CH:16][C:11]([C:4]2[CH:5]=[CH:6][CH:7]=[C:2]([F:1])[CH:3]=2)=[CH:12][CH:13]=1)[OH:22]. The yield is 0.940. (5) The reactants are C(C1ON=C(N)C=1)(C)C.[CH:10]1([C:15]2([CH2:20][C:21](=[N:23][OH:24])[NH2:22])OCCO2)[CH2:14][CH2:13][CH2:12][CH2:11]1.Cl. The catalyst is C(O)C. The product is [CH:10]1([C:15]2[O:24][N:23]=[C:21]([NH2:22])[CH:20]=2)[CH2:11][CH2:12][CH2:13][CH2:14]1. The yield is 0.620. (6) The reactants are [CH2:1]1[CH2:6][CH2:5][C:4]([CH2:11][NH2:12])([CH2:7][C:8]([OH:10])=[O:9])[CH2:3][CH2:2]1.C(N(CC)CC)C.C[Si](C)(C)Cl.[CH3:25][CH:26]([CH:28]([Cl:33])[O:29][C:30](Cl)=[O:31])[CH3:27]. The catalyst is ClCCl. The product is [Cl:33][CH:28]([O:29][C:30]([NH:12][CH2:11][C:4]1([CH2:7][C:8]([OH:10])=[O:9])[CH2:3][CH2:2][CH2:1][CH2:6][CH2:5]1)=[O:31])[CH:26]([CH3:27])[CH3:25]. The yield is 0.770. (7) The reactants are Cl[CH:2](Cl)[C:3]([O:5][CH2:6]C)=[O:4].[CH:9](=O)[C:10]1[CH:15]=[CH:14][CH:13]=[CH:12][CH:11]=1.C[O-].[Na+].[NH2:20][C:21]([NH2:23])=[S:22].[OH-].[NH4+]. The catalyst is O1CCCC1.CO.[Cl-].[Na+].O.O. The product is [NH2:23][C:21]1[S:22][C:9]([C:10]2[CH:15]=[CH:14][CH:13]=[CH:12][CH:11]=2)=[C:2]([C:3]([O:5][CH3:6])=[O:4])[N:20]=1. The yield is 0.880.